This data is from Catalyst prediction with 721,799 reactions and 888 catalyst types from USPTO. The task is: Predict which catalyst facilitates the given reaction. (1) Reactant: [Cl:1][C:2]1[CH:7]=[C:6]([Cl:8])[CH:5]=[CH:4][C:3]=1[S:9]([NH:12][CH2:13][CH2:14][CH2:15][CH2:16][N:17]([CH2:35][C@@H:36]([NH:41][C:42]([NH:44][C:45]1[CH:50]=[CH:49][CH:48]=[CH:47][CH:46]=1)=[O:43])[CH2:37][CH:38]([CH3:40])[CH3:39])C(=O)OCC1C2C=CC=CC=2C2C1=CC=CC=2)(=[O:11])=[O:10].N1CCCCC1. Product: [Cl:1][C:2]1[CH:7]=[C:6]([Cl:8])[CH:5]=[CH:4][C:3]=1[S:9]([NH:12][CH2:13][CH2:14][CH2:15][CH2:16][NH:17][CH2:35][C@@H:36]([NH:41][C:42]([NH:44][C:45]1[CH:50]=[CH:49][CH:48]=[CH:47][CH:46]=1)=[O:43])[CH2:37][CH:38]([CH3:40])[CH3:39])(=[O:11])=[O:10]. The catalyst class is: 3. (2) Reactant: [C:1]([C:3]1([C:11]2[CH:16]=[CH:15][C:14]([NH:17][C:18]([C:20]3[N:21](COCC[Si](C)(C)C)[CH:22]=[C:23]([C:25]#[N:26])[N:24]=3)=[O:19])=[C:13]([C:35]3[CH2:40][CH2:39][C:38]([CH3:42])([CH3:41])[CH2:37][CH:36]=3)[CH:12]=2)[CH2:8][CH2:7][S:6](=[O:10])(=[O:9])[CH2:5][CH2:4]1)#[N:2].C(O)(C(F)(F)F)=O.CCO. Product: [C:1]([C:3]1([C:11]2[CH:16]=[CH:15][C:14]([NH:17][C:18]([C:20]3[NH:21][CH:22]=[C:23]([C:25]#[N:26])[N:24]=3)=[O:19])=[C:13]([C:35]3[CH2:40][CH2:39][C:38]([CH3:42])([CH3:41])[CH2:37][CH:36]=3)[CH:12]=2)[CH2:4][CH2:5][S:6](=[O:9])(=[O:10])[CH2:7][CH2:8]1)#[N:2]. The catalyst class is: 2. (3) Reactant: [F:1][C:2]1[CH:7]=[CH:6][C:5]([O:8][CH3:9])=[CH:4][C:3]=1[C:10]1[CH:15]=[CH:14][C:13]([OH:16])=[CH:12][C:11]=1[O:17][CH2:18][O:19][CH3:20].[CH:21]1([CH:24]([C:31]2[CH:36]=[CH:35][CH:34]=[C:33]([CH2:37]O)[CH:32]=2)[CH2:25][C:26]([O:28][CH2:29][CH3:30])=[O:27])[CH2:23][CH2:22]1.C(P(CCCC)CCCC)CCC.N(C(N1CCCCC1)=O)=NC(N1CCCCC1)=O. Product: [CH:21]1([CH:24]([C:31]2[CH:36]=[CH:35][CH:34]=[C:33]([CH2:37][O:16][C:13]3[CH:14]=[CH:15][C:10]([C:3]4[CH:4]=[C:5]([O:8][CH3:9])[CH:6]=[CH:7][C:2]=4[F:1])=[C:11]([O:17][CH2:18][O:19][CH3:20])[CH:12]=3)[CH:32]=2)[CH2:25][C:26]([O:28][CH2:29][CH3:30])=[O:27])[CH2:23][CH2:22]1. The catalyst class is: 345. (4) Reactant: [NH2:1][C:2]1[CH:3]=[C:4]([CH:9]=[C:10]([CH3:18])[C:11]=1[NH:12][C:13](=O)[CH2:14][CH2:15][CH3:16])[C:5]([O:7][CH3:8])=[O:6]. Product: [CH3:18][C:10]1[C:11]2[N:12]=[C:13]([CH2:14][CH2:15][CH3:16])[NH:1][C:2]=2[CH:3]=[C:4]([C:5]([O:7][CH3:8])=[O:6])[CH:9]=1. The catalyst class is: 15. (5) Product: [ClH:40].[NH2:30][C:21]([NH:20][CH2:19][CH2:18][CH2:17][C:15]1[S:16][C:12]([CH2:11][CH2:10][C:8]2[N:9]=[C:5]([NH:4][C:1](=[O:3])[CH3:2])[S:6][CH:7]=2)=[CH:13][CH:14]=1)=[NH:22]. The catalyst class is: 12. Reactant: [C:1]([NH:4][C:5]1[S:6][CH:7]=[C:8]([CH2:10][CH2:11][C:12]2[S:16][C:15]([CH2:17][CH2:18][CH2:19][NH:20][CH:21]([NH:30]C(=O)OC(C)(C)C)[NH:22]C(=O)OC(C)(C)C)=[CH:14][CH:13]=2)[N:9]=1)(=[O:3])[CH3:2].CO.[ClH:40]. (6) Reactant: [H-].[Na+].[NH:3]1[CH2:8][CH2:7][CH:6]([C:9]2[CH:18]=[CH:17][C:12]([C:13]([O:15][CH3:16])=[O:14])=[CH:11][CH:10]=2)[CH2:5][CH2:4]1.[CH3:19]I.O. Product: [CH3:19][N:3]1[CH2:8][CH2:7][CH:6]([C:9]2[CH:18]=[CH:17][C:12]([C:13]([O:15][CH3:16])=[O:14])=[CH:11][CH:10]=2)[CH2:5][CH2:4]1. The catalyst class is: 3.